From a dataset of Experimentally validated miRNA-target interactions with 360,000+ pairs, plus equal number of negative samples. Binary Classification. Given a miRNA mature sequence and a target amino acid sequence, predict their likelihood of interaction. (1) The miRNA is hsa-miR-6792-3p with sequence CUCCUCCACAGCCCCUGCUCAU. The protein sequence of the target gene is MQLKPMEINPEMLNKVLAKLGVAGQWRFADVLGLEEETLGSVPSPACALLLLFPLTAQHENFRKKQIEELKGQEVSPKVYFMKQTIGNSCGTIGLIHAVANNQDKLEFEDGSVLKQFLSETEKLSPEDRAKCFEKNEAIQAAHDSVAQEGQCRVDDKVNFHFILFNNVDGHLYELDGRMPFPVNHGASSEDSLLQDAAKVCREFTEREQGEVRFSAVALCKAA. Result: 0 (no interaction). (2) The miRNA is hsa-miR-106a-5p with sequence AAAAGUGCUUACAGUGCAGGUAG. The protein sequence of the target gene is MEEVPGDALCEHFEANILTQNRCQNCFHPEEAHGARYQELRSPSGAEVPYCDLPRCPPAPEDPLSASTSGCQSVVDPGLRPGPKRGPSPSAGLPEEGPTAAPRSRSRELEAVPYLEGLTTSLCGSCNEDPGSDPTSSPDSATPDDTSNSSSVDWDTVERQEEEAPSWDELAVMIPRRPREGPRADSSQRAPSLLTRSPVGGDAAGQKKEDTGGGGRSAGQHWARLRGESGLSLERHRSTLTQASSMTPHSGPRSTTSQASPAQRDTAQAASTREIPRASSPHRITQRDTSRASSTQQEIS.... Result: 1 (interaction). (3) The miRNA is cel-miR-357-3p with sequence AAAUGCCAGUCGUUGCAGGAGU. The protein sequence of the target gene is MPRKAASPEEAAGEPGPEEMEAGRPRPVLRSVNSREPSQVIFCNRSPRVVLPLWLNFDGEPQPYPILPPGTGRRIHSYRGHLWLFRDAGTHDGLLVNQTELFVPSLNVDGQPIFANITLPVYTLKERCLQVVRSLVKPENYRRLDIVRSLYEDLEDYPSVRKDIQRLSQEHLESQHLEEEP. Result: 0 (no interaction). (4) The miRNA is cel-lin-4-5p with sequence UCCCUGAGACCUCAAGUGUGA. The protein sequence of the target gene is MPCARGSWLAKLSIVAQLINFGAFCHGRQTQPWPVRFPDPRQEHFIKSLPEYHIVSPVQVDAGGHVLSYGLHHPVTSSRKKRAAGGSGDQLYYRISHEEKDLFFNLTVNWEFLSNGYVVEKRYGNLSHVKMVASSGQPCHLRGTVLQQGTTVGIGTAALSACQGLTGFFHLPHGDFFIEPVKKHPLTEEGSYPHVVYRRQSIRAPETKEPICGLKDSLDNSVKQELQREKWERKTLRSRSLSRRSISKERWVETLVVADTKTVEYHGSENVESYILTIMNMVTGLFHSPSIGNLVHIVVV.... Result: 0 (no interaction).